From a dataset of Catalyst prediction with 721,799 reactions and 888 catalyst types from USPTO. Predict which catalyst facilitates the given reaction. Reactant: [CH2:1]1[C:3]2([CH2:11][NH:10][CH2:9][C:4]32[O:8][CH2:7][CH2:6][O:5]3)[CH2:2]1.Br[CH2:13][CH2:14][OH:15].C([O-])([O-])=O.[K+].[K+]. Product: [OH:15][CH2:14][CH2:13][N:10]1[CH2:11][C:3]2([CH2:1][CH2:2]2)[C:4]2([O:5][CH2:6][CH2:7][O:8]2)[CH2:9]1. The catalyst class is: 10.